Dataset: Reaction yield outcomes from USPTO patents with 853,638 reactions. Task: Predict the reaction yield, written as a fraction of the theoretical maximum amount of product (1.0 means a 100% yield; for example, 0.34 means a 34% yield). (1) The reactants are C([C:3]1[CH:8]=[C:7]([O:9][CH3:10])[C:6]([O:11][CH2:12][CH2:13][CH2:14][N:15]2[CH2:20][CH2:19][O:18][CH2:17][CH2:16]2)=[CH:5][C:4]=1[N:21]=[CH:22][N:23]([CH3:25])C)#N.[NH2:26][C:27]1[S:28][CH:29]=[CH:30][N:31]=1. The catalyst is C(O)(=O)C. The product is [NH2:26][C:27]1[S:28][C:29]([C:25]2[C:3]3[C:4](=[CH:5][C:6]([O:11][CH2:12][CH2:13][CH2:14][N:15]4[CH2:16][CH2:17][O:18][CH2:19][CH2:20]4)=[C:7]([O:9][CH3:10])[CH:8]=3)[N:21]=[CH:22][N:23]=2)=[CH:30][N:31]=1. The yield is 0.700. (2) The reactants are Br[CH2:2][C:3]1[C:13]([Cl:14])=[N:12][CH:11]=[CH:10][C:4]=1[C:5]([O:7]CC)=O.[F:15][C:16]1[CH:33]=[CH:32][C:19]([CH2:20][O:21][C:22]2[N:27]=[CH:26][C:25]([CH:28]([NH2:30])[CH3:29])=[CH:24][C:23]=2[CH3:31])=[CH:18][CH:17]=1. No catalyst specified. The product is [Cl:14][C:13]1[C:3]2[CH2:2][N:30]([CH:28]([C:25]3[CH:26]=[N:27][C:22]([O:21][CH2:20][C:19]4[CH:18]=[CH:17][C:16]([F:15])=[CH:33][CH:32]=4)=[C:23]([CH3:31])[CH:24]=3)[CH3:29])[C:5](=[O:7])[C:4]=2[CH:10]=[CH:11][N:12]=1. The yield is 0.920.